Dataset: Full USPTO retrosynthesis dataset with 1.9M reactions from patents (1976-2016). Task: Predict the reactants needed to synthesize the given product. (1) Given the product [OH:15][C:13]1[CH:12]=[C:11]([C:10]2[C:2]([CH3:1])=[N:3][N:4]3[CH:9]=[CH:8][CH:7]=[CH:6][C:5]=23)[S:21][C:22]=1[C:23]([O:25][CH2:26][CH3:27])=[O:24], predict the reactants needed to synthesize it. The reactants are: [CH3:1][C:2]1[C:10]([C:11](=O)[CH2:12][C:13]([O:15]C(C)(C)C)=O)=[C:5]2[CH:6]=[CH:7][CH:8]=[CH:9][N:4]2[N:3]=1.[SH:21][CH2:22][C:23]([O:25][CH3:26])=[O:24].[CH3:27]CO. (2) Given the product [CH3:8][O:9][N:10]=[C:11]1[C:19]2[C:14](=[CH:15][C:16]([C:2]3[O:3][CH:4]=[CH:5][C:6]=3[Br:7])=[CH:17][CH:18]=2)[CH2:13][CH2:12]1, predict the reactants needed to synthesize it. The reactants are: Br[C:2]1[O:3][CH:4]=[CH:5][C:6]=1[Br:7].[CH3:8][O:9][N:10]=[C:11]1[C:19]2[C:14](=[CH:15][C:16](B(O)O)=[CH:17][CH:18]=2)[CH2:13][CH2:12]1. (3) Given the product [C:1]([CH:5]1[CH2:10][CH2:9][CH:8]([N:11]([CH2:49][CH2:50][CH2:51][N:52]([CH3:54])[CH3:53])[S:12]([C:15]2[CH:28]=[CH:27][C:26]3[C:25](=[O:29])[C:24]4[C:19](=[CH:20][C:21]([S:30]([N:33]([CH:34]5[CH2:35][CH2:36][CH:37]([C:40]([CH3:43])([CH3:42])[CH3:41])[CH2:38][CH2:39]5)[CH2:49][CH2:50][CH2:51][N:52]([CH3:54])[CH3:53])(=[O:31])=[O:32])=[CH:22][CH:23]=4)[C:18](=[O:44])[C:17]=3[CH:16]=2)(=[O:13])=[O:14])[CH2:7][CH2:6]1)([CH3:4])([CH3:3])[CH3:2], predict the reactants needed to synthesize it. The reactants are: [C:1]([CH:5]1[CH2:10][CH2:9][CH:8]([NH:11][S:12]([C:15]2[CH:28]=[CH:27][C:26]3[C:25](=[O:29])[C:24]4[C:19](=[CH:20][C:21]([S:30]([NH:33][CH:34]5[CH2:39][CH2:38][CH:37]([C:40]([CH3:43])([CH3:42])[CH3:41])[CH2:36][CH2:35]5)(=[O:32])=[O:31])=[CH:22][CH:23]=4)[C:18](=[O:44])[C:17]=3[CH:16]=2)(=[O:14])=[O:13])[CH2:7][CH2:6]1)([CH3:4])([CH3:3])[CH3:2].[H-].[Na+].Cl.Cl[CH2:49][CH2:50][CH2:51][N:52]([CH3:54])[CH3:53].[OH-].[Na+]. (4) The reactants are: [CH3:1][NH:2][C:3]([CH3:22])([CH3:21])[CH2:4][O:5][C:6]1[CH:11]=[CH:10][C:9]([B:12]2[O:16][C:15]([CH3:18])([CH3:17])[C:14]([CH3:20])([CH3:19])[O:13]2)=[CH:8][CH:7]=1.[C:31](O[C:31]([O:33][C:34]([CH3:37])([CH3:36])[CH3:35])=[O:32])([O:33][C:34]([CH3:37])([CH3:36])[CH3:35])=[O:32]. Given the product [C:34]([O:33][C:31](=[O:32])[N:2]([C:3]([CH3:22])([CH3:21])[CH2:4][O:5][C:6]1[CH:7]=[CH:8][C:9]([B:12]2[O:16][C:15]([CH3:18])([CH3:17])[C:14]([CH3:20])([CH3:19])[O:13]2)=[CH:10][CH:11]=1)[CH3:1])([CH3:35])([CH3:36])[CH3:37], predict the reactants needed to synthesize it.